From a dataset of Full USPTO retrosynthesis dataset with 1.9M reactions from patents (1976-2016). Predict the reactants needed to synthesize the given product. (1) Given the product [NH2:26][CH:20]([C:18]1[N:19]=[C:15]([NH:14][C:13]([NH:12][CH2:11][C:10]2[CH:29]=[CH:30][CH:31]=[C:8]([F:7])[CH:9]=2)=[O:28])[S:16][CH:17]=1)[CH2:21][OH:22], predict the reactants needed to synthesize it. The reactants are: [H-].[H-].[H-].[H-].[Li+].[Al+3].[F:7][C:8]1[CH:9]=[C:10]([CH:29]=[CH:30][CH:31]=1)[CH2:11][NH:12][C:13](=[O:28])[NH:14][C:15]1[S:16][CH:17]=[C:18]([C:20](=[N:26]O)[C:21](OCC)=[O:22])[N:19]=1.OS([O-])(=O)=O.[Na+].Cl. (2) Given the product [F:1][C:2]1[C:3]([CH3:33])=[C:4]([N:8]2[C:12]([S:13]([C:16]3[CH:17]=[N:18][CH:19]=[CH:20][CH:21]=3)(=[O:15])=[O:14])=[CH:11][C:10]([CH2:23][N:24]([CH3:32])[C:25](=[O:31])[O:26][C:27]([CH3:28])([CH3:29])[CH3:30])=[N:9]2)[CH:5]=[CH:6][CH:7]=1, predict the reactants needed to synthesize it. The reactants are: [F:1][C:2]1[C:3]([CH3:33])=[C:4]([N:8]2[C:12]([S:13]([C:16]3[CH:17]=[N:18][C:19](C)=[CH:20][CH:21]=3)(=[O:15])=[O:14])=[CH:11][C:10]([CH2:23][N:24]([CH3:32])[C:25](=[O:31])[O:26][C:27]([CH3:30])([CH3:29])[CH3:28])=[N:9]2)[CH:5]=[CH:6][CH:7]=1.C(N(CC)CC)C. (3) Given the product [CH2:12]([N:11]1[C:10](=[O:19])[C:9]([CH3:20])=[C:8]([CH3:21])[N:7]=[C:6]1[C@H:2]([NH:1][C:34](=[O:35])[C:33]1[CH:37]=[CH:38][C:30]([CH3:29])=[CH:31][CH:32]=1)[CH:3]([CH3:4])[CH3:5])[C:13]1[CH:14]=[CH:15][CH:16]=[CH:17][CH:18]=1, predict the reactants needed to synthesize it. The reactants are: [NH2:1][C@@H:2]([C:6]1[N:11]([CH2:12][C:13]2[CH:18]=[CH:17][CH:16]=[CH:15][CH:14]=2)[C:10](=[O:19])[C:9]([CH3:20])=[C:8]([CH3:21])[N:7]=1)[CH:3]([CH3:5])[CH3:4].C(N(CC)CC)C.[CH3:29][C:30]1[CH:38]=[CH:37][C:33]([C:34](Cl)=[O:35])=[CH:32][CH:31]=1. (4) Given the product [CH3:1][N:2]1[C:7](=[O:8])[C:6]2[C:9]([NH:12][C:13]3[CH:18]=[CH:17][CH:16]=[CH:15][CH:14]=3)=[N:10][N:11]([CH2:26][CH:27]3[CH2:32][CH2:31][O:30][CH2:29][CH2:28]3)[C:5]=2[N:4]2[C@H:19]3[CH2:24][CH2:23][CH2:22][C@H:20]3[N:21]=[C:3]12, predict the reactants needed to synthesize it. The reactants are: [CH3:1][N:2]1[C:7](=[O:8])[C:6]2=[C:9]([NH:12][C:13]3[CH:18]=[CH:17][CH:16]=[CH:15][CH:14]=3)[NH:10][N:11]=[C:5]2[N:4]2[C@H:19]3[CH2:24][CH2:23][CH2:22][C@H:20]3[N:21]=[C:3]12.I[CH2:26][CH:27]1[CH2:32][CH2:31][O:30][CH2:29][CH2:28]1.C([O-])([O-])=O.[Cs+].[Cs+].